This data is from Catalyst prediction with 721,799 reactions and 888 catalyst types from USPTO. The task is: Predict which catalyst facilitates the given reaction. (1) Reactant: [CH3:1][O:2][C:3]1[C:11]2[O:10][C:9]([CH:12]([OH:17])[CH2:13][CH2:14][CH2:15]O)=[CH:8][C:7]=2[CH:6]=[CH:5][CH:4]=1.O.C1(C)C=CC(S(O)(=O)=O)=CC=1. Product: [CH3:1][O:2][C:3]1[C:11]2[O:10][C:9]([CH:12]3[CH2:13][CH2:14][CH2:15][O:17]3)=[CH:8][C:7]=2[CH:6]=[CH:5][CH:4]=1. The catalyst class is: 4. (2) Reactant: [Si:1]([O:8][CH2:9][CH2:10][C:11]1[CH:16]=[CH:15][CH:14]=[CH:13][C:12]=1[CH:17]([C:19]1[CH:23]=[C:22]([CH:24]2[O:28][CH2:27][CH2:26][O:25]2)[S:21][C:20]=1[CH3:29])[OH:18])([C:4]([CH3:7])([CH3:6])[CH3:5])([CH3:3])[CH3:2]. Product: [Si:1]([O:8][CH2:9][CH2:10][C:11]1[CH:16]=[CH:15][CH:14]=[CH:13][C:12]=1[C:17]([C:19]1[CH:23]=[C:22]([CH:24]2[O:28][CH2:27][CH2:26][O:25]2)[S:21][C:20]=1[CH3:29])=[O:18])([C:4]([CH3:7])([CH3:6])[CH3:5])([CH3:2])[CH3:3]. The catalyst class is: 177.